From a dataset of Reaction yield outcomes from USPTO patents with 853,638 reactions. Predict the reaction yield, written as a fraction of the theoretical maximum amount of product (1.0 means a 100% yield; for example, 0.34 means a 34% yield). (1) The reactants are [CH3:1][O:2][CH2:3][C:4]1[C:8]([C:9]([O:11][CH3:12])=[O:10])=[CH:7][NH:6][N:5]=1.Cl[C:14]1[CH:19]=[C:18]([C:20]([F:23])([F:22])[F:21])[CH:17]=[CH:16][N:15]=1.C(=O)([O-])[O-].[K+].[K+]. The catalyst is CN(C)C=O. The product is [CH3:1][O:2][CH2:3][C:4]1[C:8]([C:9]([O:11][CH3:12])=[O:10])=[CH:7][N:6]([C:14]2[CH:19]=[C:18]([C:20]([F:23])([F:22])[F:21])[CH:17]=[CH:16][N:15]=2)[N:5]=1. The yield is 0.180. (2) The reactants are [F:1][C:2]1[CH:3]=[CH:4][C:5]2[CH:9]=[C:8]([C:10]3[CH2:15][CH2:14][NH:13][CH2:12][CH:11]=3)[S:7][C:6]=2[CH:16]=1.FC(F)(F)CO. The catalyst is [Pd].C(O)C. The product is [F:1][C:2]1[CH:3]=[CH:4][C:5]2[CH:9]=[C:8]([CH:10]3[CH2:11][CH2:12][NH:13][CH2:14][CH2:15]3)[S:7][C:6]=2[CH:16]=1. The yield is 0.860. (3) The yield is 0.610. The reactants are Cl[C:2]1[CH:7]=[CH:6][C:5]([N+:8]([O-])=O)=[CH:4][N:3]=1.[CH3:11][N:12]([CH3:16])[CH2:13][CH2:14][OH:15].[H-].[Na+]. The product is [CH3:11][N:12]([CH3:16])[CH2:13][CH2:14][O:15][C:2]1[N:3]=[CH:4][C:5]([NH2:8])=[CH:6][CH:7]=1. The catalyst is O1CCOCC1.